This data is from Reaction yield outcomes from USPTO patents with 853,638 reactions. The task is: Predict the reaction yield, written as a fraction of the theoretical maximum amount of product (1.0 means a 100% yield; for example, 0.34 means a 34% yield). (1) The catalyst is C(O)(=O)C. The reactants are [F:1][C:2]1[CH:7]=[C:6]([CH2:8][N:9]2[C:14](=[O:15])[CH:13]=[C:12]([CH3:16])[N:11]=[C:10]2[CH2:17][CH2:18][CH3:19])[CH:5]=[CH:4][C:3]=1[C:20]1[C:21]([C:26]#[N:27])=[CH:22][CH:23]=[CH:24][CH:25]=1.C([O-])(=O)C.[Na+].[Br:33]Br. The product is [Br:33][C:13]1[C:14](=[O:15])[N:9]([CH2:8][C:6]2[CH:5]=[CH:4][C:3]([C:20]3[C:21]([C:26]#[N:27])=[CH:22][CH:23]=[CH:24][CH:25]=3)=[C:2]([F:1])[CH:7]=2)[C:10]([CH2:17][CH2:18][CH3:19])=[N:11][C:12]=1[CH3:16]. The yield is 0.570. (2) The reactants are [CH:1]([O:4][C:5]1[CH:10]=[CH:9][C:8]([N:11]2[C:16](=[O:17])[C:15]([CH2:18][C:19]3[CH:24]=[CH:23][C:22]([C:25]4[CH:30]=[CH:29][CH:28]=[CH:27][C:26]=4[C:31]4[NH:35][C:34](=[O:36])[O:33][N:32]=4)=[CH:21][CH:20]=3)=[C:14]([CH2:37][CH2:38][CH3:39])[N:13]=[C:12]2[CH3:40])=[CH:7][CH:6]=1)([CH3:3])[CH3:2].[BrH:41].C(O)C. The product is [BrH:41].[CH:1]([O:4][C:5]1[CH:10]=[CH:9][C:8]([N:11]2[C:16](=[O:17])[C:15]([CH2:18][C:19]3[CH:24]=[CH:23][C:22]([C:25]4[CH:30]=[CH:29][CH:28]=[CH:27][C:26]=4[C:31]4[NH:35][C:34](=[O:36])[O:33][N:32]=4)=[CH:21][CH:20]=3)=[C:14]([CH2:37][CH2:38][CH3:39])[N:13]=[C:12]2[CH3:40])=[CH:7][CH:6]=1)([CH3:3])[CH3:2]. The yield is 0.710. The catalyst is C(OCC)(=O)C. (3) The yield is 0.911. The catalyst is O1CCCC1. The product is [NH2:1][C:2]1[CH:25]=[CH:24][C:5]([O:6][C:7]2[C:16]3[C:11](=[CH:12][C:13]([O:19][CH2:20][C@@H:21]([OH:22])[CH2:23][N:29]([CH2:30][CH3:31])[CH2:27][CH3:28])=[C:14]([C:17]#[N:18])[CH:15]=3)[N:10]=[CH:9][CH:8]=2)=[CH:4][C:3]=1[Cl:26]. The reactants are [NH2:1][C:2]1[CH:25]=[CH:24][C:5]([O:6][C:7]2[C:16]3[C:11](=[CH:12][C:13]([O:19][CH2:20][C@@H:21]4[CH2:23][O:22]4)=[C:14]([C:17]#[N:18])[CH:15]=3)[N:10]=[CH:9][CH:8]=2)=[CH:4][C:3]=1[Cl:26].[CH2:27]([NH:29][CH2:30][CH3:31])[CH3:28]. (4) The reactants are [F:1][CH:2]([F:12])[C:3]1[C:7]([C:8](Cl)=[O:9])=[CH:6][N:5]([CH3:11])[N:4]=1.Cl.[Cl:14][C:15]1[CH:20]=[C:19]([Cl:21])[CH:18]=[CH:17][C:16]=1[CH:22]([F:26])[CH:23]([NH2:25])[CH3:24].C(N(CC)CC)C. The catalyst is ClCCl. The product is [Cl:14][C:15]1[CH:20]=[C:19]([Cl:21])[CH:18]=[CH:17][C:16]=1[CH:22]([F:26])[CH:23]([NH:25][C:8]([C:7]1[C:3]([CH:2]([F:12])[F:1])=[N:4][N:5]([CH3:11])[CH:6]=1)=[O:9])[CH3:24]. The yield is 0.789. (5) The reactants are C([O-])([O-])=O.[K+].[K+].[CH2:7]([O:9][C:10]([CH:12]1[CH2:16][N:15]2[C:17]([C:27]3[S:35][C:34]4[CH:33]=[CH:32][N:31]=[CH:30][C:29]=4[CH:28]=3)=[C:18]([C:20]3[CH:25]=[CH:24][CH:23]=[C:22]([CH3:26])[N:21]=3)[N:19]=[C:14]2[N:13]1C(=O)C)=[O:11])[CH3:8]. The catalyst is CCO.C(Cl)Cl. The product is [CH2:7]([O:9][C:10]([CH:12]1[CH2:16][N:15]2[C:17]([C:27]3[S:35][C:34]4[CH:33]=[CH:32][N:31]=[CH:30][C:29]=4[CH:28]=3)=[C:18]([C:20]3[CH:25]=[CH:24][CH:23]=[C:22]([CH3:26])[N:21]=3)[N:19]=[C:14]2[NH:13]1)=[O:11])[CH3:8]. The yield is 0.100. (6) The reactants are BrCCBr.C=C.[Si](Cl)(C)(C)C.Br[C:13]1[N:14]([CH3:18])[CH:15]=[CH:16][N:17]=1.Br[C:20]1[CH:21]=[C:22]([N:26]2[CH2:35][CH2:34][C:33]3[C:28](=[CH:29][CH:30]=[C:31]([Cl:36])[CH:32]=3)[C:27]2=[O:37])[CH:23]=[N:24][CH:25]=1. The catalyst is C1COCC1.[Zn].C1C=CC([P]([Pd]([P](C2C=CC=CC=2)(C2C=CC=CC=2)C2C=CC=CC=2)([P](C2C=CC=CC=2)(C2C=CC=CC=2)C2C=CC=CC=2)[P](C2C=CC=CC=2)(C2C=CC=CC=2)C2C=CC=CC=2)(C2C=CC=CC=2)C2C=CC=CC=2)=CC=1.O. The product is [Cl:36][C:31]1[CH:32]=[C:33]2[C:28](=[CH:29][CH:30]=1)[C:27](=[O:37])[N:26]([C:22]1[CH:23]=[N:24][CH:25]=[C:20]([C:13]3[N:14]([CH3:18])[CH:15]=[CH:16][N:17]=3)[CH:21]=1)[CH2:35][CH2:34]2. The yield is 0.162.